From a dataset of Peptide-MHC class II binding affinity with 134,281 pairs from IEDB. Regression. Given a peptide amino acid sequence and an MHC pseudo amino acid sequence, predict their binding affinity value. This is MHC class II binding data. (1) The peptide sequence is GVKGFTLGRDGHEKP. The MHC is HLA-DQA10601-DQB10402 with pseudo-sequence HLA-DQA10601-DQB10402. The binding affinity (normalized) is 0.290. (2) The peptide sequence is PFTVRYTTEGGTKGE. The MHC is DRB3_0101 with pseudo-sequence DRB3_0101. The binding affinity (normalized) is 0.294. (3) The peptide sequence is SSSSSLLAMAVLAAL. The MHC is HLA-DPA10103-DPB10301 with pseudo-sequence HLA-DPA10103-DPB10301. The binding affinity (normalized) is 0.372.